Dataset: Forward reaction prediction with 1.9M reactions from USPTO patents (1976-2016). Task: Predict the product of the given reaction. (1) Given the reactants [CH:1]1[C:23]2=[C:24]3[C:4]4[C:5]([CH:17]=[CH:18][C:19]3=[C:20](S([O-])(=O)=O)[CH:21]=[C:22]2[OH:25])=[C:6](S([O-])(=O)=O)[CH:7]=[C:8](S([O-])(=O)=O)[C:3]=4[CH:2]=1.[Na+:30].[Na+].[Na+].[S:33](=O)(=[O:36])([OH:35])[OH:34], predict the reaction product. The product is: [OH:25][C:22]1[CH:21]=[CH:20][C:19]2[C:24]3=[C:4]4[C:5]([CH:6]=[CH:7][CH:8]=[C:3]4[C:2]([S:33]([O-:36])(=[O:35])=[O:34])=[CH:1][C:23]=13)=[CH:17][CH:18]=2.[Na+:30]. (2) Given the reactants [C:1]([NH:4][C:5]1[CH:14]=[CH:13][C:8]([C:9]([O:11][CH3:12])=[O:10])=[C:7]([OH:15])[CH:6]=1)(=[O:3])[CH3:2].C(NC1C=CC(C(OC)=O)=C(O)C=1)(=O)CCC.[N+:33]([O-])([OH:35])=[O:34].O, predict the reaction product. The product is: [C:1]([NH:4][C:5]1[C:14]([N+:33]([O-:35])=[O:34])=[CH:13][C:8]([C:9]([O:11][CH3:12])=[O:10])=[C:7]([OH:15])[CH:6]=1)(=[O:3])[CH3:2].